From a dataset of Reaction yield outcomes from USPTO patents with 853,638 reactions. Predict the reaction yield, written as a fraction of the theoretical maximum amount of product (1.0 means a 100% yield; for example, 0.34 means a 34% yield). (1) The reactants are [CH2:1]([N:3]1[C:12]2[C:7](=[N:8][CH:9]=[C:10]([CH2:13][C:14]3[CH:19]=[CH:18][C:17]([F:20])=[CH:16][CH:15]=3)[CH:11]=2)[C:6]([OH:21])=[C:5]([C:22](OCC)=[O:23])[C:4]1=[O:27])[CH3:2].[NH2:28][C@H:29]([CH3:32])[CH2:30][OH:31]. No catalyst specified. The product is [CH2:1]([N:3]1[C:12]2[C:7](=[N:8][CH:9]=[C:10]([CH2:13][C:14]3[CH:19]=[CH:18][C:17]([F:20])=[CH:16][CH:15]=3)[CH:11]=2)[C:6]([OH:21])=[C:5]([C:22]([NH:28][C@H:29]([CH3:32])[CH2:30][OH:31])=[O:23])[C:4]1=[O:27])[CH3:2]. The yield is 0.850. (2) The reactants are [CH:1]1([C:7]2[C:15]3[C:14](=[O:16])[NH:13][C:12]([C:17]4[CH:22]=[CH:21][C:20]([N:23]5[CH2:28][CH2:27][N:26]([CH3:29])[CH2:25][CH2:24]5)=[CH:19][C:18]=4[O:30][CH:31]([F:33])[F:32])=[N:11][C:10]=3[N:9]([CH3:34])[N:8]=2)[CH2:6][CH2:5][CH2:4][CH2:3][CH2:2]1.[CH3:35][S:36]([OH:39])(=[O:38])=[O:37]. The catalyst is CO. The product is [CH3:35][S:36]([OH:39])(=[O:38])=[O:37].[CH:1]1([C:7]2[C:15]3[C:14](=[O:16])[NH:13][C:12]([C:17]4[CH:22]=[CH:21][C:20]([N:23]5[CH2:28][CH2:27][N:26]([CH3:29])[CH2:25][CH2:24]5)=[CH:19][C:18]=4[O:30][CH:31]([F:32])[F:33])=[N:11][C:10]=3[N:9]([CH3:34])[N:8]=2)[CH2:2][CH2:3][CH2:4][CH2:5][CH2:6]1. The yield is 0.200. (3) The reactants are [Cl:1][C:2]1[CH2:6][C:5]([CH3:8])([CH3:7])[CH2:4][C:3]=1[CH:9]=O.[CH2:11]([O:13][C:14]([CH:16]=P(C1C=CC=CC=1)(C1C=CC=CC=1)C1C=CC=CC=1)=[O:15])[CH3:12]. The catalyst is C1C=CC=CC=1. The product is [Cl:1][C:2]1[CH2:6][C:5]([CH3:7])([CH3:8])[CH2:4][C:3]=1/[CH:9]=[CH:16]/[C:14]([O:13][CH2:11][CH3:12])=[O:15]. The yield is 0.370. (4) The reactants are [Cl:1][C:2]1[CH:7]=[CH:6][CH:5]=[CH:4][C:3]=1Br.C(=O)([O-])[O-].[Na+].[Na+].[Cl:15][C:16]1[CH:21]=[CH:20][CH:19]=[C:18]([O:22][CH3:23])[C:17]=1B(O)O. The catalyst is COCCOC.O.C1C=CC([P]([Pd]([P](C2C=CC=CC=2)(C2C=CC=CC=2)C2C=CC=CC=2)([P](C2C=CC=CC=2)(C2C=CC=CC=2)C2C=CC=CC=2)[P](C2C=CC=CC=2)(C2C=CC=CC=2)C2C=CC=CC=2)(C2C=CC=CC=2)C2C=CC=CC=2)=CC=1. The product is [Cl:15][C:16]1[CH:21]=[CH:20][CH:19]=[C:18]([O:22][CH3:23])[C:17]=1[C:3]1[CH:4]=[CH:5][CH:6]=[CH:7][C:2]=1[Cl:1]. The yield is 0.730. (5) The reactants are [NH2:1][C:2]1[CH:3]=[C:4]2[C:8](=[CH:9][CH:10]=1)[NH:7][CH:6]=[CH:5]2.CCN=C=NCCCN(C)C.C1C=C2N=NN(O)C2=CC=1.O.[C:33]([O:37][C:38]([N:40]1[CH2:45][CH2:44][CH:43]([C:46](O)=[O:47])[CH2:42][CH2:41]1)=[O:39])([CH3:36])([CH3:35])[CH3:34]. The catalyst is CN(C=O)C.O. The yield is 0.550. The product is [C:33]([O:37][C:38]([N:40]1[CH2:45][CH2:44][CH:43]([C:46]([NH:1][C:2]2[CH:3]=[C:4]3[C:8](=[CH:9][CH:10]=2)[NH:7][CH:6]=[CH:5]3)=[O:47])[CH2:42][CH2:41]1)=[O:39])([CH3:36])([CH3:35])[CH3:34]. (6) The reactants are [O:1]1[CH2:6][CH2:5][CH:4]([CH2:7][CH2:8][N:9]2[C:14]3=[N:15][C:16]([Sn](C)(C)C)=[CH:17][N:18]=[C:13]3[NH:12][CH2:11][C:10]2=[O:23])[CH2:3][CH2:2]1.Br[C:25]1[N:30]=[C:29]2[N:31]([CH2:36][CH2:37][CH:38]3[CH2:43][CH2:42]OCC3)C(=O)CNC2=NC=1.C[Sn](C)C.C[Sn](C)C. The catalyst is C1C=CC([P]([Pd]([P](C2C=CC=CC=2)(C2C=CC=CC=2)C2C=CC=CC=2)([P](C2C=CC=CC=2)(C2C=CC=CC=2)C2C=CC=CC=2)[P](C2C=CC=CC=2)(C2C=CC=CC=2)C2C=CC=CC=2)(C2C=CC=CC=2)C2C=CC=CC=2)=CC=1.O1CCOCC1. The product is [NH:31]1[C:29]2=[N:30][CH:25]=[C:42]([C:16]3[N:15]=[C:14]4[N:9]([CH2:8][CH2:7][CH:4]5[CH2:5][CH2:6][O:1][CH2:2][CH2:3]5)[C:10](=[O:23])[CH2:11][NH:12][C:13]4=[N:18][CH:17]=3)[CH:43]=[C:38]2[CH:37]=[CH:36]1. The yield is 0.546.